Dataset: Full USPTO retrosynthesis dataset with 1.9M reactions from patents (1976-2016). Task: Predict the reactants needed to synthesize the given product. The reactants are: [OH2:1].O.O.C([O-])(=O)C.[Na+].[F:9][C:10]1[CH:11]=[CH:12][C:13]([OH:18])=[C:14]([CH:17]=1)[CH:15]=O.[NH2:19]O.Cl. Given the product [F:9][C:10]1[CH:11]=[CH:12][C:13]([OH:18])=[C:14]([CH:17]=1)[CH:15]=[N:19][OH:1], predict the reactants needed to synthesize it.